Dataset: Reaction yield outcomes from USPTO patents with 853,638 reactions. Task: Predict the reaction yield, written as a fraction of the theoretical maximum amount of product (1.0 means a 100% yield; for example, 0.34 means a 34% yield). (1) The reactants are [O-:1][CH2:2][CH3:3].[Na+].[S:5]1[CH:9]=[CH:8][CH:7]=C1CC(O)=O.ClCCC[Si:18]([O:25][CH2:26][CH3:27])([O:22][CH2:23][CH3:24])[O:19][CH2:20][CH3:21]. The catalyst is S1C=CC=C1C(O)=O.C(O)C. The product is [C:2]([S:5][CH2:9][CH2:8][CH2:7][Si:18]([O:25][CH2:26][CH3:27])([O:22][CH2:23][CH3:24])[O:19][CH2:20][CH3:21])(=[O:1])[CH3:3]. The yield is 0.780. (2) The reactants are [CH2:1]([O:8][C:9]1[CH:14]=[CH:13][N:12]([C:15]2[N:20]=[C:19]3[N:21]([CH3:28])[C:22]4[CH2:27][CH2:26][NH:25][CH2:24][C:23]=4[C:18]3=[CH:17][CH:16]=2)[C:11](=[O:29])[CH:10]=1)[C:2]1[CH:7]=[CH:6][CH:5]=[CH:4][CH:3]=1.[ClH:30]. The catalyst is CO. The product is [ClH:30].[CH2:1]([O:8][C:9]1[CH:14]=[CH:13][N:12]([C:15]2[N:20]=[C:19]3[N:21]([CH3:28])[C:22]4[CH2:27][CH2:26][NH:25][CH2:24][C:23]=4[C:18]3=[CH:17][CH:16]=2)[C:11](=[O:29])[CH:10]=1)[C:2]1[CH:3]=[CH:4][CH:5]=[CH:6][CH:7]=1. The yield is 0.600. (3) The reactants are [CH:1]([N:4]1[C:13]2[C:8](=[CH:9][C:10]([CH3:14])=[CH:11][CH:12]=2)[N:7]([CH:15]([CH3:17])[CH3:16])[CH2:6][CH2:5]1)([CH3:3])[CH3:2].[Br-:18].[Br-].[Br-].C([N+](CCCC)(CCCC)CCCC)CCC.C([N+](CCCC)(CCCC)CCCC)CCC.C([N+](CCCC)(CCCC)CCCC)CCC. The catalyst is ClCCl. The product is [Br:18][C:11]1[CH:12]=[C:13]2[C:8]([N:7]([CH:15]([CH3:17])[CH3:16])[CH2:6][CH2:5][N:4]2[CH:1]([CH3:3])[CH3:2])=[CH:9][C:10]=1[CH3:14]. The yield is 0.700. (4) The catalyst is ClCCl. The reactants are [I:1][C:2]1[CH:7]=[CH:6][CH:5]=[CH:4][C:3]=1[NH2:8].Cl[C:10](Cl)([O:12]C(=O)OC(Cl)(Cl)Cl)Cl.C(=O)(O)[O-].[Na+]. The yield is 0.960. The product is [I:1][C:2]1[CH:7]=[CH:6][CH:5]=[CH:4][C:3]=1[N:8]=[C:10]=[O:12]. (5) The product is [CH3:28][O:29][C:30]1[CH:37]=[CH:36][CH:35]=[CH:34][C:31]=1[CH:32]([OH:33])[CH2:3][CH:2]=[CH2:1]. The reactants are [CH3:1][C:2]1C(C)=C(C)C(C)=C(C)[C:3]=1C.O.C(N(CC)CC)C.C(OCC=C)(=O)C.[CH3:28][O:29][C:30]1[CH:37]=[CH:36][CH:35]=[CH:34][C:31]=1[CH:32]=[O:33]. The catalyst is [Ru](Cl)(Cl)Cl.O1CCOCC1. The yield is 0.970. (6) The reactants are [CH2:1]([O:3][C:4](=[O:12])[CH:5](Br)[C:6](=O)[CH2:7][CH2:8][CH3:9])[CH3:2].C(N(CC)CC)C.[NH2:20][C:21]([NH2:23])=[S:22]. The catalyst is C(O)C. The product is [CH2:1]([O:3][C:4]([C:5]1[S:22][C:21]([NH2:23])=[N:20][C:6]=1[CH2:7][CH2:8][CH3:9])=[O:12])[CH3:2]. The yield is 0.340.